Task: Predict the product of the given reaction.. Dataset: Forward reaction prediction with 1.9M reactions from USPTO patents (1976-2016) (1) Given the reactants [NH2:1][CH2:2][CH:3]1[CH2:8][CH2:7][N:6]([C:9]([O:11][CH2:12][C:13]2[CH:18]=[CH:17][CH:16]=[CH:15][CH:14]=2)=[O:10])[CH2:5][CH2:4]1.Cl[C:20]1[C:25]([C:26]([F:29])([F:28])[F:27])=[CH:24][CH:23]=[CH:22][N:21]=1, predict the reaction product. The product is: [CH2:12]([O:11][C:9]([N:6]1[CH2:7][CH2:8][CH:3]([CH2:2][NH:1][C:20]2[C:25]([C:26]([F:29])([F:28])[F:27])=[CH:24][CH:23]=[CH:22][N:21]=2)[CH2:4][CH2:5]1)=[O:10])[C:13]1[CH:14]=[CH:15][CH:16]=[CH:17][CH:18]=1. (2) Given the reactants [CH3:1][O:2][C:3]1[CH:50]=[C:49](/[CH:51]=[CH:52]/[C:53]([O:55][CH3:56])=[O:54])[CH:48]=[CH:47][C:4]=1[O:5][CH2:6][CH2:7][CH2:8][CH2:9][CH2:10][CH2:11][CH2:12][CH2:13][O:14][C:15]1[CH:16]=[C:17]([CH:20]=[C:21]([O:23][CH2:24][CH2:25][CH2:26][CH2:27][CH2:28][CH2:29][CH2:30][CH2:31][O:32][C:33]2[CH:38]=[CH:37][C:36](/[CH:39]=[CH:40]/[C:41](=[O:44])[O:42][CH3:43])=[CH:35][C:34]=2[O:45][CH3:46])[CH:22]=1)[CH2:18]O.[Br:57]C(Br)(Br)Br.C1(P(C2C=CC=CC=2)C2C=CC=CC=2)C=CC=CC=1, predict the reaction product. The product is: [CH3:1][O:2][C:3]1[CH:50]=[C:49](/[CH:51]=[CH:52]/[C:53]([O:55][CH3:56])=[O:54])[CH:48]=[CH:47][C:4]=1[O:5][CH2:6][CH2:7][CH2:8][CH2:9][CH2:10][CH2:11][CH2:12][CH2:13][O:14][C:15]1[CH:16]=[C:17]([CH:20]=[C:21]([O:23][CH2:24][CH2:25][CH2:26][CH2:27][CH2:28][CH2:29][CH2:30][CH2:31][O:32][C:33]2[CH:38]=[CH:37][C:36](/[CH:39]=[CH:40]/[C:41](=[O:44])[O:42][CH3:43])=[CH:35][C:34]=2[O:45][CH3:46])[CH:22]=1)[CH2:18][Br:57].